Binary Classification. Given a drug SMILES string, predict its activity (active/inactive) in a high-throughput screening assay against a specified biological target. From a dataset of HIV replication inhibition screening data with 41,000+ compounds from the AIDS Antiviral Screen. (1) The drug is COC1=CC(=O)c2c(O)c3c(c(O)c2C1=O)C=C(C)OC3O. The result is 0 (inactive). (2) The result is 0 (inactive). The compound is CC(=O)[OH+][Mn+2]12([OH+]C(C)=O)Oc3c(Cl)cc(Cl)cc3C=[N+]1[N-]C(c1ccncc1)=[O+]2.